Dataset: Full USPTO retrosynthesis dataset with 1.9M reactions from patents (1976-2016). Task: Predict the reactants needed to synthesize the given product. (1) Given the product [Br:1][C:2]1[CH:7]=[CH:6][C:5]([C:8]([C:9]([F:12])([F:11])[F:10])=[CH:14][N+:15]([O-:17])=[O:16])=[CH:4][CH:3]=1, predict the reactants needed to synthesize it. The reactants are: [Br:1][C:2]1[CH:7]=[CH:6][C:5]([C:8](=O)[C:9]([F:12])([F:11])[F:10])=[CH:4][CH:3]=1.[CH3:14][N+:15]([O-:17])=[O:16].O. (2) Given the product [F:1][C:2]1[CH:3]=[CH:4][C:5]([O:26][CH3:27])=[C:6]([C:8]2[C:9]3[CH:16]=[C:15]([I:36])[N:14]([S:17]([C:20]4[CH:25]=[CH:24][CH:23]=[CH:22][CH:21]=4)(=[O:19])=[O:18])[C:10]=3[N:11]=[CH:12][N:13]=2)[CH:7]=1, predict the reactants needed to synthesize it. The reactants are: [F:1][C:2]1[CH:3]=[CH:4][C:5]([O:26][CH3:27])=[C:6]([C:8]2[C:9]3[CH:16]=[CH:15][N:14]([S:17]([C:20]4[CH:25]=[CH:24][CH:23]=[CH:22][CH:21]=4)(=[O:19])=[O:18])[C:10]=3[N:11]=[CH:12][N:13]=2)[CH:7]=1.C([N-]C(C)C)(C)C.[Li+].[I:36]I. (3) Given the product [BrH:4].[CH2:7]([N:10]1[CH2:29][CH2:28][C@:17]23[C:18]4[C:19]5[O:27][C@@:16]2([CH3:30])[C:15](=[O:31])[CH2:14][CH2:13][C@@:12]3([O:32][CH2:33][CH2:34][CH3:35])[C@H:11]1[CH2:24][C:23]=4[CH:22]=[CH:21][C:20]=5[OH:25])[CH:8]=[CH2:9], predict the reactants needed to synthesize it. The reactants are: [K+].[Br-].B(Br)(Br)[Br:4].[CH2:7]([N:10]1[CH2:29][CH2:28][C@:17]23[C:18]4[C:19]5[O:27][C@@:16]2([CH3:30])[C:15](=[O:31])[CH2:14][CH2:13][C@@:12]3([O:32][CH2:33][CH2:34][CH3:35])[C@H:11]1[CH2:24][C:23]=4[CH:22]=[CH:21][C:20]=5[O:25]C)[CH:8]=[CH2:9].[NH4+].[OH-]. (4) Given the product [Cl:17][C:15]1[C:14]([CH3:18])=[C:13]([CH:19]2[CH2:20][C:21](=[O:23])[NH:26][CH2:25]2)[C:12]([O:29][CH3:30])=[C:11]([CH:9]([NH:8][C:6](=[O:7])[O:5][C:1]([CH3:3])([CH3:4])[CH3:2])[CH3:10])[CH:16]=1, predict the reactants needed to synthesize it. The reactants are: [C:1]([O:5][C:6]([NH:8][CH:9]([C:11]1[C:12]([O:29][CH3:30])=[C:13]([CH:19]([CH2:25][N+:26]([O-])=O)[CH2:20][C:21]([O:23]C)=O)[C:14]([CH3:18])=[C:15]([Cl:17])[CH:16]=1)[CH3:10])=[O:7])([CH3:4])([CH3:3])[CH3:2].[BH4-].[Na+].